From a dataset of Full USPTO retrosynthesis dataset with 1.9M reactions from patents (1976-2016). Predict the reactants needed to synthesize the given product. (1) Given the product [C:12]([O:22][C@H:20]1[CH2:19][CH2:18][C@@:17]2([CH3:23])[C:16](=[CH:15][CH2:14][C@@H:8]3[C@@H:7]2[CH2:6][CH2:5][C@@:4]2([CH3:3])[C@H:9]3[CH2:10][CH2:11][C@@H:12]2[O:13][C:20](=[O:22])[CH3:19])[CH2:21]1)(=[O:13])[CH3:11], predict the reactants needed to synthesize it. The reactants are: [BH4-].[Na+].[CH3:3][C@@:4]12[C:12](=[O:13])[CH2:11][CH2:10][C@H:9]1[C@@H:8]1[CH2:14][CH:15]=[C:16]3[CH2:21][C@@H:20]([OH:22])[CH2:19][CH2:18][C@:17]3([CH3:23])[C@H:7]1[CH2:6][CH2:5]2.Cl. (2) Given the product [F:1][C:2]1[C:7]([F:8])=[CH:6][CH:5]=[CH:4][C:3]=1[C:9]1[N:39]=[C:12]2[CH:13]=[N:14][N:15]([CH2:17][C:18]3[CH:23]=[CH:22][C:21]([C:24]4[CH:29]=[CH:28][C:27]([O:30][CH3:31])=[CH:26][C:25]=4[C:32]([F:33])([F:35])[F:34])=[C:20]([NH2:36])[CH:19]=3)[CH:16]=[C:11]2[N:10]=1, predict the reactants needed to synthesize it. The reactants are: [F:1][C:2]1[C:7]([F:8])=[CH:6][CH:5]=[CH:4][C:3]=1[C:9]1[N:39]=[C:12]2[CH:13]=[N:14][N:15]([CH2:17][C:18]3[CH:23]=[CH:22][C:21]([C:24]4[CH:29]=[CH:28][C:27]([O:30][CH3:31])=[CH:26][C:25]=4[C:32]([F:35])([F:34])[F:33])=[C:20]([N+:36]([O-])=O)[CH:19]=3)[CH:16]=[C:11]2[N:10]=1. (3) Given the product [C:1]([O:5][C:6]([N:8]1[CH2:13][CH2:12][N:11]([C:14](=[O:16])[CH3:15])[CH2:10][C@@H:9]1[C@@H:17]([OH:40])[C@H:18]([NH2:26])[CH2:19][C:20]1[CH:21]=[CH:22][CH:23]=[CH:24][CH:25]=1)=[O:7])([CH3:2])([CH3:3])[CH3:4], predict the reactants needed to synthesize it. The reactants are: [C:1]([O:5][C:6]([N:8]1[CH2:13][CH2:12][N:11]([C:14](=[O:16])[CH3:15])[CH2:10][C@@H:9]1[C@@H:17]([OH:40])[C@H:18]([N:26]=C(C1C=CC=CC=1)C1C=CC=CC=1)[CH2:19][C:20]1[CH:25]=[CH:24][CH:23]=[CH:22][CH:21]=1)=[O:7])([CH3:4])([CH3:3])[CH3:2].[H][H]. (4) Given the product [CH2:1]([C@H:3]1[CH2:8][CH2:7][C@H:6]([CH:9]([OH:21])[CH2:10][CH2:11][C:12]2[CH:17]=[CH:16][C:15]([F:18])=[C:14]([F:19])[C:13]=2[F:20])[CH2:5][CH2:4]1)[CH3:2], predict the reactants needed to synthesize it. The reactants are: [CH2:1]([C@H:3]1[CH2:8][CH2:7][C@H:6]([CH:9]([OH:21])[C:10]#[C:11][C:12]2[CH:17]=[CH:16][C:15]([F:18])=[C:14]([F:19])[C:13]=2[F:20])[CH2:5][CH2:4]1)[CH3:2].[H][H]. (5) Given the product [CH:25]1([O:31][CH2:32][CH2:33][CH:34]=[C:20]([Br:24])[Br:21])[CH2:30][CH2:29][CH2:28][CH2:27][CH2:26]1, predict the reactants needed to synthesize it. The reactants are: C1(P(C2C=CC=CC=2)C2C=CC=CC=2)C=CC=CC=1.[C:20]([Br:24])(Br)(Br)[Br:21].[CH:25]1([O:31][CH2:32][CH2:33][CH:34]=O)[CH2:30][CH2:29][CH2:28][CH2:27][CH2:26]1. (6) Given the product [O:11]=[C:10]1[N:13]([C:14]2[CH:15]=[CH:16][C:17]([C:18]([O:20][CH3:21])=[O:19])=[CH:23][CH:24]=2)[C:7](=[O:9])[CH2:6][C:4]2([CH2:3][CH2:2][CH2:1][CH2:5]2)[CH2:12]1, predict the reactants needed to synthesize it. The reactants are: [CH2:1]1[CH2:5][C:4]2([CH2:12][C:10](=[O:11])[O:9][C:7](=O)[CH2:6]2)[CH2:3][CH2:2]1.[NH2:13][C:14]1[CH:24]=[CH:23][C:17]([C:18]([O:20][CH2:21]C)=[O:19])=[CH:16][CH:15]=1.CC1(C)CC(=O)OC(=O)C1.